From a dataset of Forward reaction prediction with 1.9M reactions from USPTO patents (1976-2016). Predict the product of the given reaction. Given the reactants [CH2:1]([N:3]([CH2:35][CH3:36])[C:4]([C:6]1[CH:7]=[CH:8][C:9]2[C:10](=[C:21]3[CH2:27][CH:26]4[N:28]([C:29](=[O:34])[C:30]([F:33])([F:32])[F:31])[CH:23]([CH2:24][CH2:25]4)[CH2:22]3)[C:11]3[C:16]([O:17][C:18]=2[CH:19]=1)=[CH:15][CH:14]=[C:13]([Br:20])[CH:12]=3)=[O:5])[CH3:2].C(N(CC)C(C1C=CC2C(=C3CC4N(C(=O)C(F)(F)F)C(CC4)C3)C3C(OC=2C=1)=C(OC)C=CC=3)=[O:41])C.C(N(CC)C(C1C=CC2C(=C3CC4NC(CC4)C3)C3C(OC=2C=1)=C(Br)C=CC=3)=O)C, predict the reaction product. The product is: [CH2:35]([N:3]([CH2:1][CH3:2])[C:4]([C:6]1[CH:7]=[CH:8][C:9]2[C:10](=[C:21]3[CH2:27][CH:26]4[NH:28][CH:23]([CH2:24][CH2:25]4)[CH2:22]3)[C:11]3[C:16]([O:17][C:18]=2[CH:19]=1)=[CH:15][CH:14]=[C:13]([Br:20])[CH:12]=3)=[O:5])[CH3:36].[C:29]([OH:34])([C:30]([F:33])([F:32])[F:31])=[O:41].